Predict the product of the given reaction. From a dataset of Forward reaction prediction with 1.9M reactions from USPTO patents (1976-2016). (1) Given the reactants [Br:1][C:2]1[CH:7]=[C:6]([O:8][C:9]([F:12])([F:11])[F:10])[CH:5]=[C:4]([Br:13])[C:3]=1[NH:14][C:15](=O)[CH3:16].COC1C=CC(P2(SP(C3C=CC(OC)=CC=3)(=S)S2)=[S:27])=CC=1, predict the reaction product. The product is: [Br:1][C:2]1[CH:7]=[C:6]([O:8][C:9]([F:12])([F:11])[F:10])[CH:5]=[C:4]([Br:13])[C:3]=1[NH:14][C:15](=[S:27])[CH3:16]. (2) Given the reactants [Br:1][C:2]1[CH:3]=[CH:4][C:5]([NH:8][C:9]2[S:10][CH:11]=[C:12]([CH2:14][O:15]C(=O)C)[N:13]=2)=[N:6][CH:7]=1.[OH-].[Na+], predict the reaction product. The product is: [Br:1][C:2]1[CH:3]=[CH:4][C:5]([NH:8][C:9]2[S:10][CH:11]=[C:12]([CH2:14][OH:15])[N:13]=2)=[N:6][CH:7]=1. (3) The product is: [Cl:1][C:2]1[CH:3]=[CH:4][C:5]([N:8]2[CH2:13][CH2:12][N:11]([C:25](=[O:26])[C@H:24]([NH:23][C:21](=[O:22])[O:20][C:16]([CH3:19])([CH3:18])[CH3:17])[CH:28]([CH3:30])[CH3:29])[CH2:10][C:9]2([CH3:15])[CH3:14])=[CH:6][CH:7]=1. Given the reactants [Cl:1][C:2]1[CH:7]=[CH:6][C:5]([N:8]2[CH2:13][CH2:12][NH:11][CH2:10][C:9]2([CH3:15])[CH3:14])=[CH:4][CH:3]=1.[C:16]([O:20][C:21]([NH:23][C@H:24]([CH:28]([CH3:30])[CH3:29])[C:25](O)=[O:26])=[O:22])([CH3:19])([CH3:18])[CH3:17].F[P-](F)(F)(F)(F)F.N1(O[P+](N(C)C)(N(C)C)N(C)C)C2C=CC=CC=2N=N1.CCN(C(C)C)C(C)C, predict the reaction product. (4) Given the reactants [CH:1]1([CH2:4][O:5][C:6]2[N:11]=[C:10]([C:12]([OH:14])=O)[CH:9]=[CH:8][C:7]=2[N:15]2[CH2:18][C:17]([F:20])([F:19])[CH2:16]2)[CH2:3][CH2:2]1.[CH2:21]1[C:23]2([CH2:27][CH2:26][CH2:25][NH:24]2)[CH2:22]1.CN(C(ON1N=NC2C=CC=CC1=2)=[N+](C)C)C.[B-](F)(F)(F)F.CCN(C(C)C)C(C)C, predict the reaction product. The product is: [CH2:22]1[C:23]2([CH2:27][CH2:26][CH2:25][N:24]2[C:12]([C:10]2[CH:9]=[CH:8][C:7]([N:15]3[CH2:18][C:17]([F:20])([F:19])[CH2:16]3)=[C:6]([O:5][CH2:4][CH:1]3[CH2:2][CH2:3]3)[N:11]=2)=[O:14])[CH2:21]1.